This data is from M1 muscarinic receptor antagonist screen with 61,756 compounds. The task is: Binary Classification. Given a drug SMILES string, predict its activity (active/inactive) in a high-throughput screening assay against a specified biological target. The compound is S(Cc1nc(Nc2ccccc2)nc(n1)N)c1nc([nH]n1)c1ccccc1. The result is 0 (inactive).